This data is from Forward reaction prediction with 1.9M reactions from USPTO patents (1976-2016). The task is: Predict the product of the given reaction. (1) The product is: [C:1]([N:4]1[CH2:9][CH2:8][CH:7]([O:10][CH2:14][CH2:15][CH2:16][C:17]2[CH:22]=[CH:21][CH:20]=[CH:19][CH:18]=2)[CH2:6][CH2:5]1)(=[O:3])[CH3:2]. Given the reactants [C:1]([N:4]1[CH2:9][CH2:8][CH:7]([OH:10])[CH2:6][CH2:5]1)(=[O:3])[CH3:2].[H-].[Na+].Br[CH2:14][CH2:15][CH2:16][C:17]1[CH:22]=[CH:21][CH:20]=[CH:19][CH:18]=1, predict the reaction product. (2) Given the reactants [Mg].Br[C:3]1[CH:12]=[CH:11][C:10]2[C:5](=[CH:6][C:7]([CH:13]=[CH2:14])=[CH:8][CH:9]=2)[CH:4]=1.[O:15]=[C:16]1[CH2:20][N:19]([C:21]([O:23][CH2:24][CH2:25][Si:26]([CH3:29])([CH3:28])[CH3:27])=[O:22])[C@H:18]([C:30]([O:32][CH3:33])=[O:31])[CH2:17]1, predict the reaction product. The product is: [OH:15][C@:16]1([C:3]2[CH:12]=[CH:11][C:10]3[C:5](=[CH:6][C:7]([CH:13]=[CH2:14])=[CH:8][CH:9]=3)[CH:4]=2)[CH2:20][N:19]([C:21]([O:23][CH2:24][CH2:25][Si:26]([CH3:28])([CH3:29])[CH3:27])=[O:22])[C@H:18]([C:30]([O:32][CH3:33])=[O:31])[CH2:17]1. (3) Given the reactants C(=O)([O-])[O-].[Cs+].[Cs+].[Cl:7][CH2:8][CH2:9][CH2:10]I.[C:12]([NH:16][C:17](=[O:48])[C:18]1[CH:23]=[CH:22][C:21]([S:24]([N:27]2[C:35]3[C:30](=[CH:31][C:32]([O:36][CH2:37][CH3:38])=[CH:33][CH:34]=3)[C:29]([C:40]3[CH:45]=[CH:44][CH:43]=[C:42]([OH:46])[CH:41]=3)([CH3:39])[C:28]2=[O:47])(=[O:26])=[O:25])=[CH:20][CH:19]=1)([CH3:15])([CH3:14])[CH3:13].[Cl-].[Na+], predict the reaction product. The product is: [C:12]([NH:16][C:17](=[O:48])[C:18]1[CH:23]=[CH:22][C:21]([S:24]([N:27]2[C:35]3[C:30](=[CH:31][C:32]([O:36][CH2:37][CH3:38])=[CH:33][CH:34]=3)[C:29]([C:40]3[CH:45]=[CH:44][CH:43]=[C:42]([O:46][CH2:10][CH2:9][CH2:8][Cl:7])[CH:41]=3)([CH3:39])[C:28]2=[O:47])(=[O:26])=[O:25])=[CH:20][CH:19]=1)([CH3:13])([CH3:14])[CH3:15]. (4) Given the reactants Cl[C:2]1[C:7]([C:8]([NH2:10])=[O:9])=[CH:6][N:5]=[C:4](Cl)C=1.[O:12]([C:19]1[CH:24]=[CH:23][C:22]([OH:25])=[CH:21][CH:20]=1)[C:13]1[CH:18]=[CH:17][CH:16]=[CH:15][CH:14]=1.[N:26]1([C:33]([O:35]C(C)(C)C)=O)[CH2:32][CH2:31][CH2:30][NH:29][CH2:28][CH2:27]1.C(O)(=O)[CH:41]=[CH2:42].C(C1C=CC(C2CCN(C(OC(C)(C)C)=O)CC=2)=NC=1NC1C=CC(CCN2CCCC2)=CC=1)(=O)[NH2:46], predict the reaction product. The product is: [C:33]([N:26]1[CH2:32][CH2:31][CH2:30][N:29]([C:4]2[N:5]=[C:6]([O:25][C:22]3[CH:21]=[CH:20][C:19]([O:12][C:13]4[CH:18]=[CH:17][CH:16]=[CH:15][CH:14]=4)=[CH:24][CH:23]=3)[C:7]([C:8]([NH2:10])=[O:9])=[CH:2][N:46]=2)[CH2:28][CH2:27]1)(=[O:35])[CH:41]=[CH2:42]. (5) Given the reactants [CH2:1]([C:8]1([OH:26])[CH2:13][CH2:12][N:11]([C:14]([C:16]2[C:24]3[C:19](=[CH:20][CH:21]=[CH:22][CH:23]=3)[NH:18][C:17]=2[CH3:25])=[O:15])[CH2:10][CH2:9]1)[C:2]1[CH:7]=[CH:6][CH:5]=[CH:4][CH:3]=1.[H-].[Na+].Br[CH2:30][C:31]1[CH:36]=[CH:35][CH:34]=[CH:33][C:32]=1[Cl:37], predict the reaction product. The product is: [CH2:1]([C:8]1([OH:26])[CH2:9][CH2:10][N:11]([C:14]([C:16]2[C:24]3[C:19](=[CH:20][CH:21]=[CH:22][CH:23]=3)[N:18]([CH2:30][C:31]3[CH:36]=[CH:35][CH:34]=[CH:33][C:32]=3[Cl:37])[C:17]=2[CH3:25])=[O:15])[CH2:12][CH2:13]1)[C:2]1[CH:3]=[CH:4][CH:5]=[CH:6][CH:7]=1. (6) The product is: [C:14]([NH:1][C:2]1[CH:3]=[C:4]([CH:9]=[CH:10][C:11]=1[O:12][CH3:13])[C:5]([O:7][CH3:8])=[O:6])(=[O:18])[CH:15]([CH3:17])[CH3:16]. Given the reactants [NH2:1][C:2]1[CH:3]=[C:4]([CH:9]=[CH:10][C:11]=1[O:12][CH3:13])[C:5]([O:7][CH3:8])=[O:6].[C:14](Cl)(=[O:18])[CH:15]([CH3:17])[CH3:16].Cl, predict the reaction product. (7) Given the reactants [Br:1][C:2]1[CH:9]=[CH:8][C:5]([CH:6]=[O:7])=[C:4](F)[CH:3]=1.C([O-])([O-])=O.[K+].[K+].[OH:17][C:18]1[CH:19]=[N:20][CH:21]=[CH:22][CH:23]=1.O, predict the reaction product. The product is: [Br:1][C:2]1[CH:9]=[CH:8][C:5]([CH:6]=[O:7])=[C:4]([O:17][C:18]2[CH:19]=[N:20][CH:21]=[CH:22][CH:23]=2)[CH:3]=1.